This data is from Forward reaction prediction with 1.9M reactions from USPTO patents (1976-2016). The task is: Predict the product of the given reaction. Given the reactants [CH:1]1([CH2:4][NH:5][C:6](=[O:19])[NH:7][C:8]2[CH:18]=[CH:17][C:11]([C:12]([O:14]CC)=[O:13])=[CH:10][CH:9]=2)[CH2:3][CH2:2]1.[OH-].[Na+], predict the reaction product. The product is: [CH:1]1([CH2:4][NH:5][C:6](=[O:19])[NH:7][C:8]2[CH:9]=[CH:10][C:11]([C:12]([OH:14])=[O:13])=[CH:17][CH:18]=2)[CH2:2][CH2:3]1.